From a dataset of Forward reaction prediction with 1.9M reactions from USPTO patents (1976-2016). Predict the product of the given reaction. (1) Given the reactants COC1C=CC(C[NH:8][C:9]2([C:22]#[C:23][C:24]3[CH:25]=[C:26]([CH3:30])[CH:27]=[CH:28][CH:29]=3)[CH2:17][CH2:16][CH2:15][C@@H:14]3[C@H:10]2[CH2:11][CH2:12][N:13]3[C:18]([O:20][CH3:21])=[O:19])=CC=1, predict the reaction product. The product is: [NH2:8][C@@:9]1([C:22]#[C:23][C:24]2[CH:25]=[C:26]([CH3:30])[CH:27]=[CH:28][CH:29]=2)[CH2:17][CH2:16][CH2:15][C@@H:14]2[C@H:10]1[CH2:11][CH2:12][N:13]2[C:18]([O:20][CH3:21])=[O:19]. (2) Given the reactants C([O:3][C:4]([C:6]1[CH:7]=[C:8]2[C:13](=[CH:14][CH:15]=1)[N:12]=[CH:11][C:10]([C:16]#[N:17])=[C:9]2[CH2:18][CH2:19][CH2:20][CH2:21][CH2:22][CH3:23])=O)C.[BH4-].[Li+], predict the reaction product. The product is: [CH2:18]([CH:9]1[C:8]2[C:13](=[CH:14][CH:15]=[C:6]([CH2:4][OH:3])[CH:7]=2)[NH:12][CH:11]=[C:10]1[C:16]#[N:17])[CH2:19][CH2:20][CH2:21][CH2:22][CH3:23]. (3) Given the reactants [CH2:1]([C:3]1([CH2:11][CH3:12])[CH2:7][CH:6]([CH2:8][I:9])[O:5][C:4]1=[O:10])[CH3:2].C(C1(C(O)=O)CCCC1)C=C.C(C(CC)(CC=C)C(O)=O)C, predict the reaction product. The product is: [I:9][CH2:8][CH:6]1[CH2:7][C:3]2([CH2:1][CH2:2][CH2:12][CH2:11]2)[C:4](=[O:10])[O:5]1. (4) The product is: [CH3:13][O:14][C:15]1[CH:23]=[CH:22][CH:21]=[C:20]2[C:16]=1[CH2:17][C:18]([CH3:1])([C:24]([O:26][CH2:27][CH3:28])=[O:25])[CH2:19]2. Given the reactants [CH2:1]([Li])CCC.C(NC(C)C)(C)C.[CH3:13][O:14][C:15]1[CH:23]=[CH:22][CH:21]=[C:20]2[C:16]=1[CH2:17][CH:18]([C:24]([O:26][CH2:27][CH3:28])=[O:25])[CH2:19]2.IC.[Cl-].[NH4+], predict the reaction product. (5) Given the reactants [OH:1][C:2]([C:5]1[CH:31]=[CH:30][C:8]([C:9]([NH:11][C:12]2[CH:17]=[C:16]([N:18]3[CH2:23][CH2:22][CH2:21][C@H:20]([C:24](O)=[O:25])[CH2:19]3)[N:15]3[N:27]=[CH:28][CH:29]=[C:14]3[N:13]=2)=[O:10])=[CH:7][CH:6]=1)([CH3:4])[CH3:3].CN.C[CH2:35][N:36]=C=NCCCN(C)C.C1C=CC2N(O)N=NC=2C=1, predict the reaction product. The product is: [OH:1][C:2]([C:5]1[CH:6]=[CH:7][C:8]([C:9]([NH:11][C:12]2[CH:17]=[C:16]([N:18]3[CH2:23][CH2:22][CH2:21][C@H:20]([C:24]([NH:36][CH3:35])=[O:25])[CH2:19]3)[N:15]3[N:27]=[CH:28][CH:29]=[C:14]3[N:13]=2)=[O:10])=[CH:30][CH:31]=1)([CH3:3])[CH3:4]. (6) Given the reactants [NH:1]1[CH2:5][CH2:4][C@@H:3]([NH:6][C:7]2[C:8]3[CH:9]=[CH:10][N:11]=[CH:12][C:13]=3[CH:14]=[CH:15][CH:16]=2)[CH2:2]1.[C:17]([O:23][CH2:24][CH2:25][O:26][C:27]1[CH:32]=[CH:31][CH:30]=[C:29]([CH:33]=O)[CH:28]=1)(=[O:22])[C:18]([CH3:21])([CH3:20])[CH3:19].C(O[BH-](OC(=O)C)OC(=O)C)(=O)C.[Na+], predict the reaction product. The product is: [C:17]([O:23][CH2:24][CH2:25][O:26][C:27]1[CH:32]=[CH:31][CH:30]=[C:29]([CH2:33][N:1]2[CH2:5][CH2:4][C@@H:3]([NH:6][C:7]3[CH:16]=[CH:15][CH:14]=[C:13]4[C:8]=3[CH:9]=[CH:10][N:11]=[CH:12]4)[CH2:2]2)[CH:28]=1)(=[O:22])[C:18]([CH3:21])([CH3:20])[CH3:19]. (7) The product is: [CH2:24]([O:23][C:21](=[O:22])[C:20]([CH3:27])([O:1][C:2]1[CH:7]=[CH:6][C:5]([C:8](=[O:11])[CH2:9][CH3:10])=[CH:4][C:3]=1[CH3:12])[CH3:26])[CH3:25]. Given the reactants [OH:1][C:2]1[CH:7]=[CH:6][C:5]([C:8](=[O:11])[CH2:9][CH3:10])=[CH:4][C:3]=1[CH3:12].C(=O)([O-])[O-].[K+].[K+].Br[C:20]([CH3:27])([CH3:26])[C:21]([O:23][CH2:24][CH3:25])=[O:22], predict the reaction product.